This data is from In vitro SARS-CoV-2 activity screen of 1,480 approved drugs from Prestwick library. The task is: Binary Classification. Given a drug SMILES string, predict its activity (active/inactive) in a high-throughput screening assay against a specified biological target. (1) The drug is Nc1nc(N)nc(-c2cc(Cl)ccc2Cl)n1.O=C(O)/C=C\C(=O)O. The result is 0 (inactive). (2) The compound is CC(C)NCC(O)COc1cccc2[nH]ccc12. The result is 0 (inactive).